Task: Predict which catalyst facilitates the given reaction.. Dataset: Catalyst prediction with 721,799 reactions and 888 catalyst types from USPTO (1) Product: [ClH:25].[C:1]([O:4][C@@H:5]1[CH2:9][CH2:8][CH2:7][C@H:6]1[NH:10][CH3:11])(=[O:3])[CH3:2]. Reactant: [C:1]([O:4][C@@H:5]1[CH2:9][CH2:8][CH2:7][C@H:6]1[N:10](C(OC(C)(C)C)=O)[CH3:11])(=[O:3])[CH3:2].C(OCC)(=O)C.[ClH:25]. The catalyst class is: 13. (2) Reactant: [OH:1][CH:2]([CH2:18][N:19]1[CH2:24][CH2:23][O:22][CH2:21][CH2:20]1)[CH2:3][N:4]1[CH2:10][CH2:9][CH2:8][C:7]2[NH:11][C:12]([CH:15]=O)=[C:13]([CH3:14])[C:6]=2[C:5]1=[O:17].[F:25][C:26]1[CH:31]=[CH:30][C:29]([CH2:32][S:33]([C:36]2[CH:37]=[C:38]3[C:42](=[CH:43][CH:44]=2)[NH:41][C:40](=[O:45])[CH2:39]3)(=[O:35])=[O:34])=[CH:28][CH:27]=1.N1CCCCC1. Product: [F:25][C:26]1[CH:27]=[CH:28][C:29]([CH2:32][S:33]([C:36]2[CH:37]=[C:38]3[C:42](=[CH:43][CH:44]=2)[NH:41][C:40](=[O:45])/[C:39]/3=[CH:15]\[C:12]2[NH:11][C:7]3[CH2:8][CH2:9][CH2:10][N:4]([CH2:3][C@H:2]([OH:1])[CH2:18][N:19]4[CH2:24][CH2:23][O:22][CH2:21][CH2:20]4)[C:5](=[O:17])[C:6]=3[C:13]=2[CH3:14])(=[O:35])=[O:34])=[CH:30][CH:31]=1. The catalyst class is: 8. (3) Reactant: C([O:5][C:6]([C:8]1[S:9][C:10]([C:13]2[CH:18]=[C:17]([CH3:19])[N+:16]([O-:20])=[N:15][CH:14]=2)=[CH:11][N:12]=1)=[O:7])(C)(C)C.[C:21]([OH:27])([C:23]([F:26])([F:25])[F:24])=[O:22]. Product: [F:24][C:23]([F:26])([F:25])[C:21]([OH:27])=[O:22].[C:6]([C:8]1[S:9][C:10]([C:13]2[CH:18]=[C:17]([CH3:19])[N+:16]([O-:20])=[N:15][CH:14]=2)=[CH:11][N:12]=1)([OH:7])=[O:5]. The catalyst class is: 2. (4) Reactant: [C:1]1([C:7]#[C:8][CH:9]=O)[CH:6]=[CH:5][CH:4]=[CH:3][CH:2]=1.Cl.[NH2:12][OH:13].CCO. Product: [C:1]1([C:7]#[C:8][CH:9]=[N:12][OH:13])[CH:6]=[CH:5][CH:4]=[CH:3][CH:2]=1. The catalyst class is: 6.